This data is from Experimental lipophilicity measurements (octanol/water distribution) for 4,200 compounds from AstraZeneca. The task is: Regression/Classification. Given a drug SMILES string, predict its absorption, distribution, metabolism, or excretion properties. Task type varies by dataset: regression for continuous measurements (e.g., permeability, clearance, half-life) or binary classification for categorical outcomes (e.g., BBB penetration, CYP inhibition). For this dataset (lipophilicity_astrazeneca), we predict Y. (1) The compound is Cc1cnc(-c2cc(NC(=O)c3ccc(C(F)(F)F)nc3C)ccc2Cl)[nH]1. The Y is 3.30 logD. (2) The Y is 2.70 logD. The molecule is Cc1ccccc1NC(=O)CCS(=O)(=O)c1ccc(Br)s1. (3) The drug is C[C@H](CO)Nc1nc(SCc2cccc(Cl)c2)nc2nc(N)sc12. The Y is 3.31 logD. (4) The drug is C[C@H](CO)Nc1nc(SCc2cccc(F)c2F)nc2nccnc12. The Y is 3.15 logD. (5) The drug is S=C(NC1CCCCC1)N1CCC(c2cnc[nH]2)CC1. The Y is 2.30 logD. (6) The molecule is O=C(NC1Cc2ccccc2N(CC(CO)CO)C1=O)c1cc2cc(Cl)sc2[nH]1. The Y is 3.56 logD.